From a dataset of Forward reaction prediction with 1.9M reactions from USPTO patents (1976-2016). Predict the product of the given reaction. (1) Given the reactants [Br:1]Br.[NH2:3][C:4]1[N:12]=[C:11]([CH:13]([OH:17])[CH2:14][CH2:15][CH3:16])[N:10]=[C:9]2[C:5]=1[N:6]=[CH:7][N:8]2[CH3:18].C([O-])(=O)C.S(S([O-])=O)([O-])(=O)=O.[Na+].[Na+].C([O-])([O-])=O.[Na+].[Na+], predict the reaction product. The product is: [NH2:3][C:4]1[N:12]=[C:11]([CH:13]([OH:17])[CH2:14][CH2:15][CH3:16])[N:10]=[C:9]2[C:5]=1[N:6]=[C:7]([Br:1])[N:8]2[CH3:18]. (2) Given the reactants [O:1]=[C:2]1[C:11]2[C:6](=[C:7]([C:12]([OH:14])=O)[CH:8]=[CH:9][CH:10]=2)[O:5][C:4]([C:15]2[C:16]([C:21]([F:24])([F:23])[F:22])=[N:17][CH:18]=[CH:19][CH:20]=2)=[CH:3]1.[CH3:25][C:26]1[S:30][C:29]([NH2:31])=[N:28][CH:27]=1.CN(C(ON1N=NC2C=CC=NC1=2)=[N+](C)C)C.F[P-](F)(F)(F)(F)F.CCN(C(C)C)C(C)C, predict the reaction product. The product is: [CH3:25][C:26]1[S:30][C:29]([NH:31][C:12]([C:7]2[CH:8]=[CH:9][CH:10]=[C:11]3[C:6]=2[O:5][C:4]([C:15]2[C:16]([C:21]([F:24])([F:22])[F:23])=[N:17][CH:18]=[CH:19][CH:20]=2)=[CH:3][C:2]3=[O:1])=[O:14])=[N:28][CH:27]=1.